Predict the reaction yield, written as a fraction of the theoretical maximum amount of product (1.0 means a 100% yield; for example, 0.34 means a 34% yield). From a dataset of Reaction yield outcomes from USPTO patents with 853,638 reactions. (1) The product is [Cl:1][C:2]1[CH:10]=[CH:9][C:5]([C:6]#[N:8])=[C:4]([O:11][CH2:12][C:13]([F:14])([F:16])[F:15])[N:3]=1. The reactants are [Cl:1][C:2]1[CH:10]=[CH:9][C:5]([C:6]([NH2:8])=O)=[C:4]([O:11][CH2:12][C:13]([F:16])([F:15])[F:14])[N:3]=1.N1C=CC=CC=1.O=P(Cl)(Cl)Cl.[OH-].[Na+]. The yield is 0.920. The catalyst is C(#N)C.CCOC(C)=O. (2) No catalyst specified. The yield is 0.610. The reactants are [CH2:1]([N:8]1[CH2:13][CH2:12][CH:11]([N:14]2[C:18]3[N:19]=[C:20](Cl)[N:21]=[C:22]([N:23]4[CH2:28][CH2:27][O:26][CH2:25][CH2:24]4)[C:17]=3[N:16]=[N:15]2)[CH2:10][CH2:9]1)[C:2]1[CH:7]=[CH:6][CH:5]=[CH:4][CH:3]=1.[OH:30][C:31]1[CH:32]=[C:33](B(O)O)[CH:34]=[CH:35][CH:36]=1. The product is [CH2:1]([N:8]1[CH2:13][CH2:12][CH:11]([N:14]2[C:18]3[N:19]=[C:20]([C:35]4[CH:36]=[C:31]([OH:30])[CH:32]=[CH:33][CH:34]=4)[N:21]=[C:22]([N:23]4[CH2:28][CH2:27][O:26][CH2:25][CH2:24]4)[C:17]=3[N:16]=[N:15]2)[CH2:10][CH2:9]1)[C:2]1[CH:7]=[CH:6][CH:5]=[CH:4][CH:3]=1. (3) The reactants are [C:1]([C:5]1[O:9][N:8]=[C:7]([NH:10][C:11]([NH:13][C:14]2[CH:19]=[CH:18][CH:17]=[C:16]([S:20][C:21]3[C:30]4[C:25](=[CH:26][C:27]([O:35][CH3:36])=[C:28]([O:31][CH2:32][CH2:33]Cl)[CH:29]=4)[N:24]=[CH:23][N:22]=3)[CH:15]=2)=[O:12])[CH:6]=1)([CH3:4])([CH3:3])[CH3:2].[CH3:37][N:38]1[CH2:43][CH2:42][NH:41][CH2:40][CH2:39]1. No catalyst specified. The product is [C:1]([C:5]1[O:9][N:8]=[C:7]([NH:10][C:11]([NH:13][C:14]2[CH:19]=[CH:18][CH:17]=[C:16]([S:20][C:21]3[C:30]4[C:25](=[CH:26][C:27]([O:35][CH3:36])=[C:28]([O:31][CH2:32][CH2:33][N:41]5[CH2:42][CH2:43][N:38]([CH3:37])[CH2:39][CH2:40]5)[CH:29]=4)[N:24]=[CH:23][N:22]=3)[CH:15]=2)=[O:12])[CH:6]=1)([CH3:4])([CH3:3])[CH3:2]. The yield is 0.220. (4) The reactants are Br[C:2]1[CH:7]=[CH:6][C:5]([C:8](=[C:16]2[CH2:21][C:20]([CH3:23])([CH3:22])[CH2:19][C:18]([CH3:25])([CH3:24])[CH2:17]2)[C:9]2[CH:14]=[CH:13][C:12]([OH:15])=[CH:11][CH:10]=2)=[CH:4][CH:3]=1.[CH3:26][S:27]([C:30]1[CH:35]=[CH:34][C:33](B(O)O)=[CH:32][CH:31]=1)(=[O:29])=[O:28].C([O-])([O-])=O.[Na+].[Na+]. The catalyst is C1C=CC([P]([Pd]([P](C2C=CC=CC=2)(C2C=CC=CC=2)C2C=CC=CC=2)([P](C2C=CC=CC=2)(C2C=CC=CC=2)C2C=CC=CC=2)[P](C2C=CC=CC=2)(C2C=CC=CC=2)C2C=CC=CC=2)(C2C=CC=CC=2)C2C=CC=CC=2)=CC=1.COCCOC. The yield is 0.530. The product is [CH3:26][S:27]([C:30]1[CH:35]=[CH:34][C:33]([C:2]2[CH:3]=[CH:4][C:5]([C:8](=[C:16]3[CH2:17][C:18]([CH3:25])([CH3:24])[CH2:19][C:20]([CH3:23])([CH3:22])[CH2:21]3)[C:9]3[CH:10]=[CH:11][C:12]([OH:15])=[CH:13][CH:14]=3)=[CH:6][CH:7]=2)=[CH:32][CH:31]=1)(=[O:29])=[O:28]. (5) The reactants are [NH2:1][C:2]1[N:7]=[C:6]([C:8]([OH:10])=O)[CH:5]=[CH:4][CH:3]=1.C(Cl)CCl.C1C=CC2N(O)N=NC=2C=1.CCN(C(C)C)C(C)C.Cl.[NH2:35][C@H:36]([CH:55]([CH3:57])[CH3:56])[C:37]([N:39]1[CH2:44][CH2:43][C@@:42]([C:46]2[CH:51]=[CH:50][C:49]([Cl:52])=[CH:48][CH:47]=2)([OH:45])[C:41]([CH3:54])([CH3:53])[CH2:40]1)=[O:38]. The catalyst is CN(C=O)C. The product is [NH2:1][C:2]1[N:7]=[C:6]([C:8]([NH:35][C@H:36]([CH:55]([CH3:57])[CH3:56])[C:37]([N:39]2[CH2:44][CH2:43][C@@:42]([C:46]3[CH:47]=[CH:48][C:49]([Cl:52])=[CH:50][CH:51]=3)([OH:45])[C:41]([CH3:53])([CH3:54])[CH2:40]2)=[O:38])=[O:10])[CH:5]=[CH:4][CH:3]=1. The yield is 0.780. (6) The reactants are C1COCC1.[CH2:6]([Si:9]([CH2:24][CH:25]=[CH2:26])([CH2:21][CH:22]=[CH2:23])[CH2:10][CH2:11][CH2:12][C:13]1[CH:20]=[CH:19][C:16]([CH:17]=[O:18])=[CH:15][CH:14]=1)[CH:7]=[CH2:8].[BH4-].[Na+].C(=O)([O-])O.[Na+]. The catalyst is CO. The product is [CH2:24]([Si:9]([CH2:6][CH:7]=[CH2:8])([CH2:21][CH:22]=[CH2:23])[CH2:10][CH2:11][CH2:12][C:13]1[CH:20]=[CH:19][C:16]([CH2:17][OH:18])=[CH:15][CH:14]=1)[CH:25]=[CH2:26]. The yield is 0.840. (7) The reactants are [C:1]([C:5]1[CH:10]=[CH:9][C:8]([S:11]([CH:14]2[CH2:19][CH2:18][NH:17][CH2:16][CH2:15]2)(=[O:13])=[O:12])=[CH:7][CH:6]=1)([CH3:4])([CH3:3])[CH3:2].[Cl:20][C:21]1[CH:22]=[N:23][CH:24]=[C:25]([Cl:28])[C:26]=1Cl.CCN(C(C)C)C(C)C. The catalyst is O1CCOCC1. The product is [C:1]([C:5]1[CH:6]=[CH:7][C:8]([S:11]([CH:14]2[CH2:15][CH2:16][N:17]([C:26]3[C:25]([Cl:28])=[CH:24][N:23]=[CH:22][C:21]=3[Cl:20])[CH2:18][CH2:19]2)(=[O:13])=[O:12])=[CH:9][CH:10]=1)([CH3:4])([CH3:2])[CH3:3]. The yield is 0.100.